From a dataset of Catalyst prediction with 721,799 reactions and 888 catalyst types from USPTO. Predict which catalyst facilitates the given reaction. (1) Reactant: Br[CH:2]([CH3:13])[C:3]([C:5]1[C:10]([Cl:11])=[CH:9][C:8]([Cl:12])=[CH:7][N:6]=1)=[O:4].[C:14]1(=[O:24])[NH:18][C:17](=[O:19])[C:16]2=[CH:20][CH:21]=[CH:22][CH:23]=[C:15]12.[K].O. Product: [Cl:11][C:10]1[C:5]([C:3](=[O:4])[CH:2]([N:18]2[C:17](=[O:19])[C:16]3=[CH:20][CH:21]=[CH:22][CH:23]=[C:15]3[C:14]2=[O:24])[CH3:13])=[N:6][CH:7]=[C:8]([Cl:12])[CH:9]=1. The catalyst class is: 9. (2) Reactant: Br[C:2]1[N:3]([C:13]2[N:14]=[CH:15][N:16]=[C:17]([NH2:20])[C:18]=2[N:19]=1)[C@@H:4]1[O:12][C@H:9]([CH2:10][OH:11])[C@@H:7]([OH:8])[C@H:5]1[OH:6].[CH3:21][O-:22].[Na+]. Product: [NH2:20][C:17]1[N:16]=[CH:15][N:14]=[C:13]2[C:18]=1[N:19]=[C:2]([O:22][CH3:21])[N:3]2[CH:4]1[CH:5]([OH:6])[CH:7]([OH:8])[CH:9]([CH2:10][OH:11])[O:12]1. The catalyst class is: 5. (3) Reactant: [F:1][CH:2]([F:35])[C:3]1[CH:12]=[C:11]2[C:6]([CH:7]([CH3:28])[CH2:8][CH2:9][N:10]2[C:13]2[C:17]3[CH2:18][NH:19][CH2:20][CH2:21][C:16]=3[N:15]([CH:22]3[CH2:27][CH2:26][O:25][CH2:24][CH2:23]3)[N:14]=2)=[CH:5][C:4]=1[C:29]1[CH:30]=[N:31][N:32]([CH3:34])[CH:33]=1.[C:36](Cl)(=[O:47])OC1C=CC([N+]([O-])=O)=CC=1.[N:49]1C=CC=C[CH:50]=1.CN.C1COCC1. Product: [F:35][CH:2]([F:1])[C:3]1[CH:12]=[C:11]2[C:6]([CH:7]([CH3:28])[CH2:8][CH2:9][N:10]2[C:13]2[C:17]3[CH2:18][N:19]([C:36]([NH:49][CH3:50])=[O:47])[CH2:20][CH2:21][C:16]=3[N:15]([CH:22]3[CH2:27][CH2:26][O:25][CH2:24][CH2:23]3)[N:14]=2)=[CH:5][C:4]=1[C:29]1[CH:30]=[N:31][N:32]([CH3:34])[CH:33]=1. The catalyst class is: 3. (4) Reactant: [OH-:1].[Na+].[OH:3][C:4]1[CH:11]=[CH:10][C:9]([O:12][C:13]([F:16])([F:15])[F:14])=[CH:8][C:5]=1[CH:6]=[O:7]. Product: [OH:3][C:4]1[CH:11]=[CH:10][C:9]([O:12][C:13]([F:14])([F:15])[F:16])=[CH:8][C:5]=1[C:6]([OH:1])=[O:7]. The catalyst class is: 716. (5) Reactant: [N:1]1([CH:6]([C:9]2[N:14]=[CH:13][C:12]([C:15]3[CH:25]=[CH:24][C:18]([C:19]([O:21]CC)=[O:20])=[CH:17][CH:16]=3)=[CH:11][CH:10]=2)[CH2:7][CH3:8])[CH:5]=[CH:4][N:3]=[CH:2]1.[Li+].[OH-].Cl. The catalyst class is: 20. Product: [N:1]1([CH:6]([C:9]2[N:14]=[CH:13][C:12]([C:15]3[CH:25]=[CH:24][C:18]([C:19]([OH:21])=[O:20])=[CH:17][CH:16]=3)=[CH:11][CH:10]=2)[CH2:7][CH3:8])[CH:5]=[CH:4][N:3]=[CH:2]1. (6) Reactant: [C:1]1([CH:7]([C:30]2[CH:35]=[CH:34][CH:33]=[CH:32][CH:31]=2)[N:8]2[C:16]3[C:11](=[CH:12][CH:13]=[CH:14][CH:15]=3)[C:10](O)([C:17]3[CH:26]=[C:25]4[C:20]([CH2:21][CH2:22][CH2:23][O:24]4)=[CH:19][C:18]=3[OH:27])[C:9]2=[O:29])[CH:6]=[CH:5][CH:4]=[CH:3][CH:2]=1.C([SiH](CC)CC)C.FC(F)(F)C(O)=O. Product: [C:30]1([CH:7]([C:1]2[CH:6]=[CH:5][CH:4]=[CH:3][CH:2]=2)[N:8]2[C:16]3[C:11](=[CH:12][CH:13]=[CH:14][CH:15]=3)[CH:10]([C:17]3[CH:26]=[C:25]4[C:20]([CH2:21][CH2:22][CH2:23][O:24]4)=[CH:19][C:18]=3[OH:27])[C:9]2=[O:29])[CH:31]=[CH:32][CH:33]=[CH:34][CH:35]=1. The catalyst class is: 4. (7) Reactant: [F:1][C:2]1[CH:16]=[CH:15][C:5]([O:6][C:7]2[CH:14]=[CH:13][C:10]([CH:11]=O)=[CH:9][CH:8]=2)=[CH:4][CH:3]=1.[C:17]([NH:21][NH2:22])([O:19][CH3:20])=[O:18].CC(O)=O. Product: [C:17]([NH:21][N:22]=[CH:11][C:10]1[CH:13]=[CH:14][C:7]([O:6][C:5]2[CH:15]=[CH:16][C:2]([F:1])=[CH:3][CH:4]=2)=[CH:8][CH:9]=1)([O:19][CH3:20])=[O:18]. The catalyst class is: 40.